From a dataset of Retrosynthesis with 50K atom-mapped reactions and 10 reaction types from USPTO. Predict the reactants needed to synthesize the given product. (1) Given the product CCOC(=O)c1cccc(-c2ccccc2-c2cc(Cl)ccc2OCCc2ccccc2)c1, predict the reactants needed to synthesize it. The reactants are: CCOC(=O)c1cccc(-c2ccccc2-c2cc(Cl)ccc2O)c1.OCCc1ccccc1. (2) The reactants are: CCCCNC1NC(=O)N(c2ccc(OC)cc2)C(=O)N1. Given the product CCCCNC1NC(=O)N(c2ccc(O)cc2)C(=O)N1, predict the reactants needed to synthesize it.